This data is from Catalyst prediction with 721,799 reactions and 888 catalyst types from USPTO. The task is: Predict which catalyst facilitates the given reaction. (1) Reactant: [B:1](OCCCC)([O:7]CCCC)[O:2]CCCC.C([O:19][CH:20](OCC)[C:21]1[CH:26]=[CH:25][C:24]([Mg]Br)=[CH:23][CH:22]=1)C.C(OC)(C)(C)C.S(=O)(=O)(O)O. Product: [CH:20]([C:21]1[CH:26]=[CH:25][C:24]([B:1]([OH:7])[OH:2])=[CH:23][CH:22]=1)=[O:19]. The catalyst class is: 7. (2) Reactant: C(OC([N:8]1[CH2:13][CH2:12][CH:11]([N:14]2[C@H:18]([C:19]3[CH:24]=[CH:23][CH:22]=[CH:21][CH:20]=3)[CH2:17][N:16]([C:25]([O:27][CH3:28])=[O:26])[C:15]2=[O:29])[CH2:10][CH2:9]1)=O)(C)(C)C.C(O)(C(F)(F)F)=O. Product: [CH3:28][O:27][C:25]([N:16]1[CH2:17][C@@H:18]([C:19]2[CH:24]=[CH:23][CH:22]=[CH:21][CH:20]=2)[N:14]([CH:11]2[CH2:12][CH2:13][NH:8][CH2:9][CH2:10]2)[C:15]1=[O:29])=[O:26]. The catalyst class is: 2. (3) Reactant: [Cl:1][C:2]1[CH:3]=[C:4]([CH:10]=[C:11]([C:13]([F:16])([F:15])[F:14])[N:12]=1)C(OCC)=O.[CH3:17][Mg]Br.C([O:22][CH2:23][CH3:24])C. Product: [Cl:1][C:2]1[CH:3]=[C:4]([C:23]([OH:22])([CH3:24])[CH3:17])[CH:10]=[C:11]([C:13]([F:14])([F:15])[F:16])[N:12]=1. The catalyst class is: 7. (4) Reactant: C([O:5][C:6](=[O:51])[CH2:7][N:8]([S:20]([C:23]1[CH:28]=[CH:27][C:26]([C:29]2[CH:34]=[CH:33][C:32]([C:35]3[C:39]4[CH:40]=[CH:41][CH:42]=[CH:43][C:38]=4[O:37][C:36]=3[CH2:44][C:45]3[CH:50]=[CH:49][CH:48]=[CH:47][CH:46]=3)=[CH:31][CH:30]=2)=[CH:25][CH:24]=1)(=[O:22])=[O:21])[CH2:9][C:10]1[CH:15]=[CH:14][CH:13]=[C:12]([C:16]([F:19])([F:18])[F:17])[CH:11]=1)(C)(C)C.C(O)(C(F)(F)F)=O. Product: [CH2:44]([C:36]1[O:37][C:38]2[CH:43]=[CH:42][CH:41]=[CH:40][C:39]=2[C:35]=1[C:32]1[CH:33]=[CH:34][C:29]([C:26]2[CH:27]=[CH:28][C:23]([S:20]([N:8]([CH2:7][C:6]([OH:51])=[O:5])[CH2:9][C:10]3[CH:15]=[CH:14][CH:13]=[C:12]([C:16]([F:17])([F:18])[F:19])[CH:11]=3)(=[O:22])=[O:21])=[CH:24][CH:25]=2)=[CH:30][CH:31]=1)[C:45]1[CH:46]=[CH:47][CH:48]=[CH:49][CH:50]=1. The catalyst class is: 2. (5) Reactant: [F:1][C:2]1[C:9]([F:10])=[C:8]([O:11][CH2:12][CH2:13][N:14]([CH2:16][CH2:17][O:18][CH3:19])[CH3:15])[CH:7]=[CH:6][C:3]=1[CH:4]=[O:5].[ClH:20].N1C=CC=CC=1. Product: [ClH:20].[F:1][C:2]1[C:9]([F:10])=[C:8]([O:11][CH2:12][CH2:13][N:14]([CH2:16][CH2:17][O:18][CH3:19])[CH3:15])[CH:7]=[CH:6][C:3]=1[CH:4]=[O:5]. The catalyst class is: 216. (6) Reactant: [F:1][C:2]1[CH:3]=[CH:4][C:5]([NH:8][NH2:9])=[N:6][CH:7]=1.[CH3:10][C:11]([O:14][C:15]([N:17]1[CH2:21][C@H:20]([C:22](O)=[O:23])[CH2:19][CH2:18]1)=[O:16])([CH3:13])[CH3:12].C1C=CC2N(O)N=NC=2C=1.C(Cl)CCl. Product: [C:11]([O:14][C:15]([N:17]1[CH2:18][CH2:19][C@@H:20]([C:22]([N:8]([C:5]2[CH:4]=[CH:3][C:2]([F:1])=[CH:7][N:6]=2)[NH2:9])=[O:23])[CH2:21]1)=[O:16])([CH3:13])([CH3:12])[CH3:10]. The catalyst class is: 34. (7) The catalyst class is: 327. Product: [C:1](/[C:5](=[CH:11]/[CH2:12][CH3:13])/[CH:6]=[CH:7]/[C:8](=[O:10])[CH3:9])([CH3:4])([CH3:3])[CH3:2]. Reactant: [C:1](/[C:5](=[CH:11]/[CH2:12][CH3:13])/[CH:6]=[CH:7]/[CH:8]([OH:10])[CH3:9])([CH3:4])([CH3:3])[CH3:2]. (8) Reactant: [Br:1][C:2]1[N:3]=[CH:4][N:5]([NH:7][C:8](=[O:14])[O:9][C:10]([CH3:13])([CH3:12])[CH3:11])[CH:6]=1.[H-].[Na+].I[CH2:18][CH3:19]. Product: [Br:1][C:2]1[N:3]=[CH:4][N:5]([N:7]([CH2:18][CH3:19])[C:8](=[O:14])[O:9][C:10]([CH3:11])([CH3:13])[CH3:12])[CH:6]=1. The catalyst class is: 9.